From a dataset of Forward reaction prediction with 1.9M reactions from USPTO patents (1976-2016). Predict the product of the given reaction. (1) Given the reactants [C:1]([O:5][C:6]([N:8]([CH2:19][CH2:20][C:21]1[CH:26]=[CH:25][C:24]([S:27]([C:30]2[CH:31]=[C:32]([CH:36]=[CH:37][CH:38]=2)[C:33](O)=[O:34])(=[O:29])=[O:28])=[CH:23][CH:22]=1)[CH2:9][C@@H:10]([C:12]1[CH:17]=[CH:16][CH:15]=[C:14]([Cl:18])[CH:13]=1)[OH:11])=[O:7])([CH3:4])([CH3:3])[CH3:2].O[N:40]1C2C=CC=CC=2N=N1.Cl.CN(C)CCCN=C=NCC.N, predict the reaction product. The product is: [NH2:40][C:33]([C:32]1[CH:31]=[C:30]([S:27]([C:24]2[CH:23]=[CH:22][C:21]([CH2:20][CH2:19][N:8]([CH2:9][C@@H:10]([C:12]3[CH:17]=[CH:16][CH:15]=[C:14]([Cl:18])[CH:13]=3)[OH:11])[C:6](=[O:7])[O:5][C:1]([CH3:3])([CH3:2])[CH3:4])=[CH:26][CH:25]=2)(=[O:28])=[O:29])[CH:38]=[CH:37][CH:36]=1)=[O:34]. (2) Given the reactants C([O:3][C:4](=[O:52])[C:5]([CH3:51])([CH3:50])[CH2:6][C:7]1[N:8]([CH2:35][C:36]2[CH:41]=[CH:40][C:39]([C:42]3[N:43]=[N:44][C:45]([O:48][CH3:49])=[CH:46][CH:47]=3)=[CH:38][CH:37]=2)[C:9]2[C:14]([C:15]=1[S:16][C:17]([CH3:20])([CH3:19])[CH3:18])=[CH:13][C:12]([O:21][CH2:22][C@@H:23]1[CH2:31][C:30]3[C:25](=[CH:26][CH:27]=[CH:28][CH:29]=3)[N:24]1[C:32](=[O:34])[CH3:33])=[CH:11][CH:10]=2)C.C1COCC1.[OH-].[Li+].C(O)(=O)CC(CC(O)=O)(C(O)=O)O, predict the reaction product. The product is: [C:32]([N:24]1[C:25]2[C:30](=[CH:29][CH:28]=[CH:27][CH:26]=2)[CH2:31][C@H:23]1[CH2:22][O:21][C:12]1[CH:13]=[C:14]2[C:9](=[CH:10][CH:11]=1)[N:8]([CH2:35][C:36]1[CH:41]=[CH:40][C:39]([C:42]3[N:43]=[N:44][C:45]([O:48][CH3:49])=[CH:46][CH:47]=3)=[CH:38][CH:37]=1)[C:7]([CH2:6][C:5]([CH3:50])([CH3:51])[C:4]([OH:52])=[O:3])=[C:15]2[S:16][C:17]([CH3:20])([CH3:19])[CH3:18])(=[O:34])[CH3:33].